Dataset: Reaction yield outcomes from USPTO patents with 853,638 reactions. Task: Predict the reaction yield, written as a fraction of the theoretical maximum amount of product (1.0 means a 100% yield; for example, 0.34 means a 34% yield). (1) The catalyst is O1CCCC1.C(OCC)(=O)C. The product is [C:1]1([CH:7]([C:30]2[CH:31]=[CH:32][CH:33]=[CH:34][CH:35]=2)[N:8]2[C:16]3[C:11](=[CH:12][CH:13]=[CH:14][CH:15]=3)[C@@:10]3([C:19]4=[CH:20][C:21]5[O:25][CH2:24][O:23][C:22]=5[CH:26]=[C:27]4[O:18][CH2:17]3)[C:9]2=[O:29])[CH:2]=[CH:3][CH:4]=[CH:5][CH:6]=1. The yield is 0.790. The reactants are [C:1]1([CH:7]([C:30]2[CH:35]=[CH:34][CH:33]=[CH:32][CH:31]=2)[N:8]2[C:16]3[C:11](=[CH:12][CH:13]=[CH:14][CH:15]=3)[C@:10]([C:19]3[C:27](O)=[CH:26][C:22]4[O:23][CH2:24][O:25][C:21]=4[CH:20]=3)([CH2:17][OH:18])[C:9]2=[O:29])[CH:6]=[CH:5][CH:4]=[CH:3][CH:2]=1.C1(P(C2C=CC=CC=2)C2C=CC=CN=2)C=CC=CC=1.CC(OC(/N=N/C(OC(C)(C)C)=O)=O)(C)C. (2) The reactants are Br[C:2]1[CH:7]=[C:6]([C:8]([F:11])([F:10])[F:9])[CH:5]=[CH:4][C:3]=1[F:12].[OH:13][CH:14]1[CH2:18][CH2:17][NH:16][CH2:15]1.C1(P(C2C=CC=CC=2)C2C=CC3C(=CC=CC=3)C=2C2C3C(=CC=CC=3)C=CC=2P(C2C=CC=CC=2)C2C=CC=CC=2)C=CC=CC=1.C(=O)([O-])[O-].[Cs+].[Cs+]. The catalyst is C1(C)C=CC=CC=1.C([O-])(=O)C.[Pd+2].C([O-])(=O)C.O. The product is [F:12][C:3]1[CH:4]=[CH:5][C:6]([C:8]([F:11])([F:10])[F:9])=[CH:7][C:2]=1[N:16]1[CH2:17][CH2:18][CH:14]([OH:13])[CH2:15]1. The yield is 0.490. (3) The reactants are Cl.[NH2:2][OH:3].[OH-].[Na+].[CH3:6][C:7]1[C:12]([CH:13]=O)=[C:11]([CH3:15])[CH:10]=[CH:9][N:8]=1. The catalyst is O.C(O)C. The product is [CH3:6][C:7]1[C:12]([CH:13]=[N:2][OH:3])=[C:11]([CH3:15])[CH:10]=[CH:9][N:8]=1. The yield is 0.880. (4) The reactants are Cl[C:2]1[C:7]2[CH2:8][N:9]([CH2:12][C:13]3[CH:18]=[C:17]([CH3:19])[C:16]([O:20][CH2:21][C:22]([F:25])([F:24])[F:23])=[CH:15][N:14]=3)[C:10](=[O:11])[C:6]=2[CH:5]=[CH:4][N:3]=1.[CH:26]([O:28][C:29]1[CH:34]=[CH:33][CH:32]=[CH:31][CH:30]=1)=[O:27]. No catalyst specified. The product is [CH3:19][C:17]1[C:16]([O:20][CH2:21][C:22]([F:25])([F:24])[F:23])=[CH:15][N:14]=[C:13]([CH2:12][N:9]2[C:10](=[O:11])[C:6]3[CH:5]=[CH:4][N:3]=[C:2]([C:26]([O:28][C:29]4[CH:34]=[CH:33][CH:32]=[CH:31][CH:30]=4)=[O:27])[C:7]=3[CH2:8]2)[CH:18]=1. The yield is 0.710.